Dataset: Hepatocyte clearance measurements from AstraZeneca. Task: Regression/Classification. Given a drug SMILES string, predict its absorption, distribution, metabolism, or excretion properties. Task type varies by dataset: regression for continuous measurements (e.g., permeability, clearance, half-life) or binary classification for categorical outcomes (e.g., BBB penetration, CYP inhibition). For this dataset (clearance_hepatocyte_az), we predict log10(clearance) (log10 of the in vitro intrinsic clearance, CLint, in uL/min per 10^6 hepatocytes; values are censored to the assay range of 3 to 150, which is 0.477 to 2.18 on this log10 scale). (1) The log10(clearance) is 1.96. The molecule is COc1ccc(CNC(=O)Nc2ncc([N+](=O)[O-])s2)cc1. (2) The molecule is COc1cc2ncnc(Nc3ccc(F)c(Cl)c3)c2cc1NC(=O)/C=C/CN1CCCCC1. The log10(clearance) is 0.990. (3) The drug is COc1ccc2nc(NC(=O)CCc3ccc(OC)c(OC)c3)sc2c1. The log10(clearance) is 2.18. (4) The drug is O=C1COC2(CCN(S(=O)(=O)c3ccc(-c4ccc5cccnc5c4)cc3)CC2)CN1C1CC1. The log10(clearance) is 1.95. (5) The compound is CCC(CC)NC(=O)c1c(C)nn(-c2ccccc2)c1NS(=O)(=O)c1ccc(C)cc1. The log10(clearance) is 0.480. (6) The drug is Cc1ccc(S(=O)(=O)Nc2c(C(=O)N[C@@H](C)C(C)(C)C)c(C)nn2C2CCOCC2)cc1. The log10(clearance) is 0.480. (7) The drug is CCC1(C2=NCCN2)Cc2ccccc2O1. The log10(clearance) is 0.480.